Dataset: Full USPTO retrosynthesis dataset with 1.9M reactions from patents (1976-2016). Task: Predict the reactants needed to synthesize the given product. (1) Given the product [C:18]([O:17][C:15]([NH:14][CH2:13][C:5]1([C:3]([OH:4])=[O:2])[C:7]2([CH2:12][CH2:11][CH2:10][CH2:9][CH2:8]2)[CH2:6]1)=[O:16])([CH3:21])([CH3:19])[CH3:20], predict the reactants needed to synthesize it. The reactants are: C[O:2][C:3]([C:5]1([CH2:13][NH:14][C:15]([O:17][C:18]([CH3:21])([CH3:20])[CH3:19])=[O:16])[C:7]2([CH2:12][CH2:11][CH2:10][CH2:9][CH2:8]2)[CH2:6]1)=[O:4].O[Li].O. (2) Given the product [CH3:25][C:7]1[C:6]([C:3]2[CH2:4][CH2:5][O:1][N:2]=2)=[C:11]([S:12]([CH3:15])(=[O:14])=[O:13])[CH:10]=[CH:9][C:8]=1[C:16]([C:18]1[CH:19]=[N:20][N:21]([CH3:24])[C:22]=1[O:23][C:36]([S:35][CH2:34][CH3:33])=[O:37])=[O:17], predict the reactants needed to synthesize it. The reactants are: [O:1]1[CH2:5][CH2:4][C:3]([C:6]2[C:7]([CH3:25])=[C:8]([C:16]([C:18]3[CH:19]=[N:20][N:21]([CH3:24])[C:22]=3[OH:23])=[O:17])[CH:9]=[CH:10][C:11]=2[S:12]([CH3:15])(=[O:14])=[O:13])=[N:2]1.C(N(CC)CC)C.[CH3:33][CH2:34][S:35][C:36](Cl)=[O:37].C(OCC)(=O)C. (3) Given the product [OH:2][CH2:1][C:4]1[CH:9]=[CH:8][C:7]([B:10]([OH:11])[OH:12])=[C:6]([O:13][CH3:14])[CH:5]=1, predict the reactants needed to synthesize it. The reactants are: [C:1]([C:4]1[CH:9]=[CH:8][C:7]([B:10]([OH:12])[OH:11])=[C:6]([O:13][CH3:14])[CH:5]=1)(O)=[O:2].[H-].[H-].[H-].[H-].[Li+].[Al+3]. (4) Given the product [Cl:21][C:16]1[C:17](=[O:18])[N:12]([C:11]2[N:7]([C:1]3[CH:2]=[CH:3][CH:4]=[CH:5][CH:6]=3)[N:8]=[CH:9][CH:10]=2)[CH:13]=[C:14]([Cl:28])[N:15]=1, predict the reactants needed to synthesize it. The reactants are: [C:1]1([N:7]2[C:11]([NH:12][CH2:13][C:14]#[N:15])=[CH:10][CH:9]=[N:8]2)[CH:6]=[CH:5][CH:4]=[CH:3][CH:2]=1.[C:16]([Cl:21])(=O)[C:17](Cl)=[O:18].C1C([Cl:28])=CC=C(Cl)C=1. (5) Given the product [CH3:1][N:2]1[C:3](=[O:25])[C:4]([NH:17][C:18]2[CH:23]=[CH:22][N:21]=[C:20]([CH3:24])[N:19]=2)=[CH:5][C:6]([C:27]2[C:28]([CH:48]=[O:49])=[C:29]([N:33]3[CH2:44][CH2:43][N:42]4[C:35](=[CH:36][C:37]5[CH2:38][C:39]([CH3:45])([CH3:46])[CH2:40][C:41]=54)[C:34]3=[O:47])[N:30]=[CH:31][CH:32]=2)=[CH:7]1, predict the reactants needed to synthesize it. The reactants are: [CH3:1][N:2]1[CH:7]=[C:6](B2OC(C)(C)C(C)(C)O2)[CH:5]=[C:4]([NH:17][C:18]2[CH:23]=[CH:22][N:21]=[C:20]([CH3:24])[N:19]=2)[C:3]1=[O:25].Cl[C:27]1[CH:32]=[CH:31][N:30]=[C:29]([N:33]2[CH2:44][CH2:43][N:42]3[C:35](=[CH:36][C:37]4[CH2:38][C:39]([CH3:46])([CH3:45])[CH2:40][C:41]=43)[C:34]2=[O:47])[C:28]=1[CH:48]=[O:49].[O-]P([O-])([O-])=O.[K+].[K+].[K+].C([O-])(=O)C.[Na+].